Task: Regression. Given two drug SMILES strings and cell line genomic features, predict the synergy score measuring deviation from expected non-interaction effect.. Dataset: NCI-60 drug combinations with 297,098 pairs across 59 cell lines (1) Drug 1: CCC1=CC2CC(C3=C(CN(C2)C1)C4=CC=CC=C4N3)(C5=C(C=C6C(=C5)C78CCN9C7C(C=CC9)(C(C(C8N6C)(C(=O)OC)O)OC(=O)C)CC)OC)C(=O)OC.C(C(C(=O)O)O)(C(=O)O)O. Cell line: SR. Drug 2: CC12CCC3C(C1CCC2O)C(CC4=C3C=CC(=C4)O)CCCCCCCCCS(=O)CCCC(C(F)(F)F)(F)F. Synergy scores: CSS=76.3, Synergy_ZIP=2.58, Synergy_Bliss=6.88, Synergy_Loewe=-16.2, Synergy_HSA=6.45. (2) Drug 1: C1CCC(C1)C(CC#N)N2C=C(C=N2)C3=C4C=CNC4=NC=N3. Drug 2: CN(C(=O)NC(C=O)C(C(C(CO)O)O)O)N=O. Cell line: OVCAR-8. Synergy scores: CSS=-13.2, Synergy_ZIP=0.595, Synergy_Bliss=-5.12, Synergy_Loewe=-6.83, Synergy_HSA=-7.03. (3) Drug 1: CCCCCOC(=O)NC1=NC(=O)N(C=C1F)C2C(C(C(O2)C)O)O. Drug 2: C1CN1C2=NC(=NC(=N2)N3CC3)N4CC4. Cell line: IGROV1. Synergy scores: CSS=17.9, Synergy_ZIP=-2.60, Synergy_Bliss=-0.219, Synergy_Loewe=-0.985, Synergy_HSA=0.417. (4) Drug 1: CC1=C2C(C(=O)C3(C(CC4C(C3C(C(C2(C)C)(CC1OC(=O)C(C(C5=CC=CC=C5)NC(=O)C6=CC=CC=C6)O)O)OC(=O)C7=CC=CC=C7)(CO4)OC(=O)C)O)C)OC(=O)C. Drug 2: C1=NC2=C(N1)C(=S)N=CN2. Synergy scores: CSS=44.5, Synergy_ZIP=-3.22, Synergy_Bliss=-5.56, Synergy_Loewe=-6.76, Synergy_HSA=-3.61. Cell line: OVCAR-4. (5) Drug 1: C1=CC=C(C=C1)NC(=O)CCCCCCC(=O)NO. Drug 2: CS(=O)(=O)CCNCC1=CC=C(O1)C2=CC3=C(C=C2)N=CN=C3NC4=CC(=C(C=C4)OCC5=CC(=CC=C5)F)Cl. Cell line: HL-60(TB). Synergy scores: CSS=20.6, Synergy_ZIP=-1.94, Synergy_Bliss=0.0865, Synergy_Loewe=-15.5, Synergy_HSA=-3.86.